Predict the product of the given reaction. From a dataset of Forward reaction prediction with 1.9M reactions from USPTO patents (1976-2016). (1) Given the reactants [CH3:1][O:2][C:3]1[CH:4]=[C:5]([CH2:9][C:10]#[N:11])[CH:6]=[CH:7][CH:8]=1.[H-].[Na+].Cl[CH2:15][CH2:16][O:17][CH2:18][CH2:19]Cl, predict the reaction product. The product is: [CH3:1][O:2][C:3]1[CH:4]=[C:5]([C:9]2([C:10]#[N:11])[CH2:19][CH2:18][O:17][CH2:16][CH2:15]2)[CH:6]=[CH:7][CH:8]=1. (2) Given the reactants C([C:3]1[CH:8]=[CH:7][C:6]([CH2:9][CH2:10][C:11]2[CH:16]=[CH:15][C:14](C=C)=[CH:13][CH:12]=2)=[CH:5][CH:4]=1)=C.[CH:19](C1C=C(CCC2C=CC=C(C=C)C=2)C=CC=1)=[CH2:20].[CH:37](C1C=CC(CCC2C=CC=C(C=C)C=2)=CC=1)=[CH2:38], predict the reaction product. The product is: [CH:19]([C:16]1[CH:15]=[CH:14][CH:13]=[CH:12][C:11]=1[CH2:10][CH2:9][C:6]1[CH:5]=[CH:4][CH:3]=[CH:8][C:7]=1[CH:37]=[CH2:38])=[CH2:20].